From a dataset of Forward reaction prediction with 1.9M reactions from USPTO patents (1976-2016). Predict the product of the given reaction. (1) Given the reactants [Cl:1][C:2]1[CH:10]=[C:9]([O:11][CH2:12][CH2:13][F:14])[CH:8]=[CH:7][C:3]=1[C:4](O)=[O:5].S(Cl)([Cl:17])=O, predict the reaction product. The product is: [Cl:1][C:2]1[CH:10]=[C:9]([O:11][CH2:12][CH2:13][F:14])[CH:8]=[CH:7][C:3]=1[C:4]([Cl:17])=[O:5]. (2) Given the reactants [CH3:1][C:2](=[O:6])/[CH:3]=[CH:4]/[CH3:5].[C:7]([O:11][CH2:12][CH3:13])(=[O:10])[CH:8]=[CH2:9].C1CCN2C(=NCCC2)CC1.O, predict the reaction product. The product is: [C:2](/[C:3](=[CH:4]/[CH3:5])/[CH2:9][CH2:8][C:7]([O:11][CH2:12][CH3:13])=[O:10])(=[O:6])[CH3:1]. (3) Given the reactants [C:1]([O:5][C:6](=[O:26])[NH:7][C:8]1[C:17]2[C:12](=[CH:13][CH:14]=[CH:15][CH:16]=2)[C:11]([O:18][C:19]2[CH:24]=[CH:23][N:22]=[C:21](Cl)[N:20]=2)=[CH:10][CH:9]=1)([CH3:4])([CH3:3])[CH3:2].[CH:27]1([S:30]([C:33]2[CH:34]=[C:35]([CH:37]=[C:38]([O:40][CH3:41])[CH:39]=2)[NH2:36])(=[O:32])=[O:31])[CH2:29][CH2:28]1, predict the reaction product. The product is: [C:1]([O:5][C:6](=[O:26])[NH:7][C:8]1[C:17]2[C:12](=[CH:13][CH:14]=[CH:15][CH:16]=2)[C:11]([O:18][C:19]2[CH:24]=[CH:23][N:22]=[C:21]([NH:36][C:35]3[CH:37]=[C:38]([O:40][CH3:41])[CH:39]=[C:33]([S:30]([CH:27]4[CH2:28][CH2:29]4)(=[O:32])=[O:31])[CH:34]=3)[N:20]=2)=[CH:10][CH:9]=1)([CH3:4])([CH3:3])[CH3:2]. (4) Given the reactants [N:1]1([CH2:7][C:8]2[CH:9]=[C:10]([NH:14][C:15]([C:17]3[CH:18]=[C:19]4[C:24](=[CH:25][CH:26]=3)[C:23](Cl)=[N:22][N:21]=[C:20]4[Cl:28])=[O:16])[CH:11]=[CH:12][CH:13]=2)[CH2:6][CH2:5][CH2:4][CH2:3][CH2:2]1.[OH-].[Na+].[O:31]1CCOCC1.Cl, predict the reaction product. The product is: [N:1]1([CH2:7][C:8]2[CH:9]=[C:10]([NH:14][C:15]([C:17]3[CH:18]=[C:19]4[C:24](=[CH:25][CH:26]=3)[C:23](=[O:31])[NH:22][N:21]=[C:20]4[Cl:28])=[O:16])[CH:11]=[CH:12][CH:13]=2)[CH2:6][CH2:5][CH2:4][CH2:3][CH2:2]1. (5) Given the reactants [Br:1][C:2]1[N:7]=[CH:6][C:5]([NH2:8])=[C:4]([NH:9][CH2:10][CH:11]2[CH2:16][CH2:15][O:14][CH2:13][CH2:12]2)[CH:3]=1.Cl.[C:18](=N)(OCC)[CH3:19], predict the reaction product. The product is: [Br:1][C:2]1[N:7]=[CH:6][C:5]2[N:8]=[C:18]([CH3:19])[N:9]([CH2:10][CH:11]3[CH2:12][CH2:13][O:14][CH2:15][CH2:16]3)[C:4]=2[CH:3]=1. (6) The product is: [C:1]([N:8]1[CH2:15][C:14]([F:16])([F:17])[CH2:13][C@H:9]1[C:10]([OH:12])=[O:11])([O:3][CH2:4][CH:7]1[C:37]2[C:38](=[CH:33][CH:34]=[CH:35][CH:36]=2)[C:39]2[C:44]1=[CH:43][CH:42]=[CH:41][CH:40]=2)=[O:2]. Given the reactants [C:1]([N:8]1[CH2:15][C:14]([F:17])([F:16])[CH2:13][C@H:9]1[C:10]([OH:12])=[O:11])([O:3][C:4]([CH3:7])(C)C)=[O:2].C(O)(C(F)(F)F)=O.C(Cl)Cl.C(Cl)(OCC1[C:44]2[C:39](=[CH:40][CH:41]=[CH:42][CH:43]=2)[C:38]2[C:33]1=[CH:34][CH:35]=[CH:36][CH:37]=2)=O, predict the reaction product. (7) The product is: [CH:1]1([C:4]2[C:13]3[C:8](=[CH:9][CH:10]=[CH:11][CH:12]=3)[CH:7]=[N:6][C:5]=2[N:14]([CH2:29][C:30]2[CH:31]=[CH:32][C:33]([O:36][C:37]([F:39])([F:40])[F:38])=[CH:34][CH:35]=2)[S:15]([C:18]2[CH:27]=[CH:26][C:21]([C:22]([OH:24])=[O:23])=[CH:20][C:19]=2[CH3:28])(=[O:17])=[O:16])[CH2:3][CH2:2]1. Given the reactants [CH:1]1([C:4]2[C:13]3[C:8](=[CH:9][CH:10]=[CH:11][CH:12]=3)[CH:7]=[N:6][C:5]=2[N:14]([CH2:29][C:30]2[CH:35]=[CH:34][C:33]([O:36][C:37]([F:40])([F:39])[F:38])=[CH:32][CH:31]=2)[S:15]([C:18]2[CH:27]=[CH:26][C:21]([C:22]([O:24]C)=[O:23])=[CH:20][C:19]=2[CH3:28])(=[O:17])=[O:16])[CH2:3][CH2:2]1.[OH-].[Na+], predict the reaction product. (8) Given the reactants [CH2:1]([O:8][C:9]([N:11]1[CH2:16][CH2:15][CH:14]([NH:17][C:18]([O:20][C:21]([CH3:24])([CH3:23])[CH3:22])=[O:19])[CH:13]([OH:25])[CH2:12]1)=[O:10])[C:2]1[CH:7]=[CH:6][CH:5]=[CH:4][CH:3]=1.N1C=CN=C1.[Si:31](Cl)([C:34]([CH3:37])([CH3:36])[CH3:35])([CH3:33])[CH3:32], predict the reaction product. The product is: [CH2:1]([O:8][C:9]([N:11]1[CH2:16][CH2:15][CH:14]([NH:17][C:18]([O:20][C:21]([CH3:22])([CH3:24])[CH3:23])=[O:19])[CH:13]([O:25][Si:31]([C:34]([CH3:37])([CH3:36])[CH3:35])([CH3:33])[CH3:32])[CH2:12]1)=[O:10])[C:2]1[CH:3]=[CH:4][CH:5]=[CH:6][CH:7]=1. (9) Given the reactants C(O[C:6]([N:8]1[CH2:13][CH2:12][CH2:11][C@@H:10]([N:14]2[C:18]3=[N:19][CH:20]=[N:21][C:22]([NH2:23])=[C:17]3[C:16]([C:24](=[O:35])[NH:25][C:26]3[O:27][C:28]4[CH:34]=[CH:33][CH:32]=[CH:31][C:29]=4[N:30]=3)=[N:15]2)[CH2:9]1)=[O:7])(C)(C)C.[I-].[Na+].C[Si](Cl)(C)C.[OH-].[Na+].[C:45](Cl)(=O)[CH:46]=C, predict the reaction product. The product is: [C:6]([N:8]1[CH2:13][CH2:12][CH2:11][C@@H:10]([N:14]2[C:18]3=[N:19][CH:20]=[N:21][C:22]([NH2:23])=[C:17]3[C:16]([C:24]([NH:25][C:26]3[O:27][C:28]4[CH:34]=[CH:33][CH:32]=[CH:31][C:29]=4[N:30]=3)=[O:35])=[N:15]2)[CH2:9]1)(=[O:7])[CH:45]=[CH2:46].